From a dataset of Forward reaction prediction with 1.9M reactions from USPTO patents (1976-2016). Predict the product of the given reaction. (1) Given the reactants C(OC([N:8]([C:15]1[CH:20]=[CH:19][C:18]([C:21]2[C:29]3[C:24](=[CH:25][C:26]([F:30])=[CH:27][CH:28]=3)[N:23]([S:31]([C:34]3[CH:39]=[CH:38][CH:37]=[CH:36][CH:35]=3)(=[O:33])=[O:32])[CH:22]=2)=[CH:17][N:16]=1)[CH2:9][C:10]([O:12][CH2:13][CH3:14])=[O:11])=O)(C)(C)C.[ClH:40], predict the reaction product. The product is: [ClH:40].[F:30][C:26]1[CH:25]=[C:24]2[C:29]([C:21]([C:18]3[CH:19]=[CH:20][C:15]([NH:8][CH2:9][C:10]([O:12][CH2:13][CH3:14])=[O:11])=[N:16][CH:17]=3)=[CH:22][N:23]2[S:31]([C:34]2[CH:35]=[CH:36][CH:37]=[CH:38][CH:39]=2)(=[O:33])=[O:32])=[CH:28][CH:27]=1. (2) Given the reactants [CH3:1][O:2][C:3]1[CH:4]=[C:5]2[C:10](=[CH:11][C:12]=1[CH:13]=[O:14])[NH:9][C:8](=[O:15])[CH2:7][CH2:6]2.[CH3:16]C(C)([O-])C.[K+].COS(OC)(=O)=O, predict the reaction product. The product is: [CH3:16][N:9]1[C:10]2[C:5](=[CH:4][C:3]([O:2][CH3:1])=[C:12]([CH:13]=[O:14])[CH:11]=2)[CH2:6][CH2:7][C:8]1=[O:15]. (3) Given the reactants N1C=CC=CC=1.S(Cl)([Cl:9])=O.[Cl:11][C:12]1[CH:19]=[C:18]([O:20][CH:21]([CH3:23])[CH3:22])[CH:17]=[CH:16][C:13]=1[CH2:14]O.O, predict the reaction product. The product is: [Cl:11][C:12]1[CH:19]=[C:18]([O:20][CH:21]([CH3:23])[CH3:22])[CH:17]=[CH:16][C:13]=1[CH2:14][Cl:9]. (4) Given the reactants [CH2:1]([O:3][C:4]([N:6]1[CH:10]=[C:9]([C:11]2[CH:16]=[CH:15][C:14]([S:17]([CH3:20])(=[O:19])=[O:18])=[CH:13][CH:12]=2)[N:8]([CH2:21][C:22]2[CH:27]=[CH:26][C:25]([C:28]([F:34])([F:33])[P:29]([OH:32])([OH:31])=[O:30])=[C:24]([Br:35])[CH:23]=2)[C:7]1=[O:36])=[O:5])[CH3:2].[C:37](=[O:46])([O:42][CH:43]([CH3:45])[CH3:44])[O:38][CH:39](Cl)[CH3:40], predict the reaction product. The product is: [CH2:1]([O:3][C:4]([N:6]1[CH:10]=[C:9]([C:11]2[CH:12]=[CH:13][C:14]([S:17]([CH3:20])(=[O:19])=[O:18])=[CH:15][CH:16]=2)[N:8]([CH2:21][C:22]2[CH:27]=[CH:26][C:25]([C:28]([F:33])([F:34])[P:29]([OH:31])([O:32][CH:39]([O:38][C:37]([O:42][CH:43]([CH3:45])[CH3:44])=[O:46])[CH3:40])=[O:30])=[C:24]([Br:35])[CH:23]=2)[C:7]1=[O:36])=[O:5])[CH3:2]. (5) The product is: [CH3:1][CH2:2][C@@H:3]([C:5]([O:7][C@@H:8]1[C@@H:13]2[C@@H:14]([CH2:19][CH2:20][C@@H:21]([OH:30])[CH2:22][C@@H:23]([OH:28])[CH2:24][C:25]([OH:27])=[O:26])[C@@H:15]([CH3:18])[CH:16]=[CH:17][C:12]2=[CH:11][C@H:10]([CH3:29])[CH2:9]1)=[O:6])[CH3:4]. Given the reactants [CH3:1][CH2:2][C@@H:3]([C:5]([O:7][C@@H:8]1[C@@H:13]2[C@@H:14]([CH2:19][CH2:20][C@H:21]3[O:27][C:25](=[O:26])[CH2:24][C@H:23]([OH:28])[CH2:22]3)[C@@H:15]([CH3:18])[CH:16]=[CH:17][C:12]2=[CH:11][C@H:10]([CH3:29])[CH2:9]1)=[O:6])[CH3:4].[OH2:30], predict the reaction product. (6) Given the reactants [Cl:1][C:2]1[CH:7]=[C:6](I)[C:5]([C:9]([F:12])([F:11])[F:10])=[CH:4][N:3]=1.[NH2:13][C:14]1[CH:15]=[N:16][CH:17]=[CH:18][CH:19]=1.CC1(C)C2C(=C(P(C3C=CC=CC=3)C3C=CC=CC=3)C=CC=2)OC2C(P(C3C=CC=CC=3)C3C=CC=CC=3)=CC=CC1=2.C(=O)([O-])[O-].[Cs+].[Cs+], predict the reaction product. The product is: [Cl:1][C:2]1[CH:7]=[C:6]([NH:13][C:14]2[CH:15]=[N:16][CH:17]=[CH:18][CH:19]=2)[C:5]([C:9]([F:12])([F:11])[F:10])=[CH:4][N:3]=1.